Dataset: CYP3A4 inhibition data for predicting drug metabolism from PubChem BioAssay. Task: Regression/Classification. Given a drug SMILES string, predict its absorption, distribution, metabolism, or excretion properties. Task type varies by dataset: regression for continuous measurements (e.g., permeability, clearance, half-life) or binary classification for categorical outcomes (e.g., BBB penetration, CYP inhibition). Dataset: cyp3a4_veith. (1) The compound is O=C(CCc1ccccc1)NNC(=S)NC(=O)c1ccccc1. The result is 0 (non-inhibitor). (2) The molecule is C[C@@]12CC[C@@H]3[C@@H]4CCC(=O)C=C4CC[C@@H]3[C@H]1CC[C@H]2OC1(O)C(=O)c2ccccc2C1=O. The result is 0 (non-inhibitor). (3) The compound is CN1CCC2(CC1)CCN(S(=O)(=O)c1ccccc1)CC2. The result is 0 (non-inhibitor). (4) The compound is N#CCSc1sc(C#N)c(NC(=O)c2ccccc2)c1-c1ccccc1. The result is 1 (inhibitor). (5) The drug is Cc1ccc(Sc2cc(N3CCOCC3)nc(-c3ccccc3)n2)cc1. The result is 0 (non-inhibitor). (6) The result is 0 (non-inhibitor). The drug is COCCn1c(=O)c(CCc2ccccc2)nc2cnc(N3CCN(C)CC3)nc21. (7) The drug is COc1ccc2c(c1)-c1ccccc1S(=O)(=O)N2C(C)=O. The result is 0 (non-inhibitor).